The task is: Predict the reaction yield, written as a fraction of the theoretical maximum amount of product (1.0 means a 100% yield; for example, 0.34 means a 34% yield).. This data is from Reaction yield outcomes from USPTO patents with 853,638 reactions. (1) The reactants are [C:1]([C:4]1[NH:8][N:7]=[C:6]([C:9]([NH:11][C@@H:12]([CH3:28])[CH2:13][N:14]2[CH:18]=[CH:17][C:16]([C:19]3[CH:24]=[CH:23][C:22]([C:25]#[N:26])=[C:21](Cl)[CH:20]=3)=[N:15]2)=[O:10])[CH:5]=1)(=[O:3])[CH3:2].CN(C=O)C.[CH3:34][S-:35].[Na+]. The catalyst is CC#N. The product is [C:1]([C:4]1[CH:5]=[C:6]([C:9]([NH:11][C@@H:12]([CH3:28])[CH2:13][N:14]2[CH:18]=[CH:17][C:16]([C:19]3[CH:24]=[CH:23][C:22]([C:25]#[N:26])=[C:21]([S:35][CH3:34])[CH:20]=3)=[N:15]2)=[O:10])[NH:7][N:8]=1)(=[O:3])[CH3:2]. The yield is 0.140. (2) The reactants are BrC1C=CC2[C:6]3[C:11]([C:12]4[C:17]=2[C:16]=1[CH:15]=[CH:14][CH:13]=4)=[CH:10][C:9](Br)=[CH:8][CH:7]=3.[CH:19]1[C:33]2=[C:34]3[C:26]([C:27]4[C:32]2=[CH:31][CH:30]=[CH:29][CH:28]=4)=[CH:25][CH:24]=[CH:23][C:22]3=[CH:21][CH:20]=1.BrBr.[C:37]1([CH3:43])[CH:42]=[CH:41][CH:40]=[CH:39][CH:38]=1. The catalyst is C(Cl)(Cl)Cl. The product is [C:40]1([C:23]2[CH:24]=[CH:25][C:26]3[C:27]4[C:32]([C:33]5[C:34]=3[C:22]=2[CH:21]=[CH:20][CH:19]=5)=[CH:31][C:30]([C:15]2[CH:14]=[CH:13][C:12]([C:11]3[CH:6]=[CH:7][CH:8]=[CH:9][CH:10]=3)=[CH:17][CH:16]=2)=[CH:29][CH:28]=4)[CH:41]=[CH:42][C:37]([C:43]2[CH:10]=[CH:11][CH:6]=[CH:7][CH:8]=2)=[CH:38][CH:39]=1. The yield is 0.140. (3) The reactants are [NH:1]1[CH:5]=[CH:4][CH:3]=[CH:2]1.I[C:7]1[CH:8]=[C:9]([CH3:14])[CH:10]=[C:11]([CH3:13])[CH:12]=1.[CH3:15][CH2:16][CH2:17][CH2:18][CH2:19][CH3:20].C(O[CH2:25][CH3:26])(=O)C. No catalyst specified. The product is [CH3:13][C:11]1[CH:12]=[C:7]([C:26]2[C:25]3[NH:1][C:2]4[C:19](=[CH:20][CH:5]=[CH:4][CH:3]=4)[C:18]=3[CH:17]=[CH:16][CH:15]=2)[CH:8]=[C:9]([CH3:14])[CH:10]=1. The yield is 0.990. (4) The reactants are C([O:5][C:6]([CH:8]1[CH2:12][CH2:11][CH2:10][N:9]1[C:13](=[O:30])[CH:14]([NH:19][C:20](=[O:29])[C:21]1[CH:26]=[CH:25][C:24]([NH2:27])=[C:23]([Cl:28])[CH:22]=1)[C:15]([CH3:18])([CH3:17])[CH3:16])=[O:7])(C)(C)C.C(O)(C(F)(F)F)=O.C([O-])(O)=O.[Na+]. The catalyst is C(Cl)Cl. The product is [NH2:27][C:24]1[CH:25]=[CH:26][C:21]([C:20]([NH:19][CH:14]([C:15]([CH3:16])([CH3:17])[CH3:18])[C:13]([N:9]2[CH2:10][CH2:11][CH2:12][CH:8]2[C:6]([OH:7])=[O:5])=[O:30])=[O:29])=[CH:22][C:23]=1[Cl:28]. The yield is 1.00. (5) The reactants are [H-].[Na+].[CH3:3][C:4]1([CH2:8][OH:9])[CH2:7][O:6][CH2:5]1.[CH:10]([CH:13]1[C:18]2[N:19]=[CH:20][NH:21][C:17]=2[CH2:16][CH2:15][N:14]1[C:22](OCC(Cl)(Cl)Cl)=[O:23])([CH3:12])[CH3:11]. The catalyst is C1COCC1. The product is [CH:10]([CH:13]1[C:18]2[N:19]=[CH:20][NH:21][C:17]=2[CH2:16][CH2:15][N:14]1[C:22]([O:9][CH2:8][C:4]1([CH3:3])[CH2:7][O:6][CH2:5]1)=[O:23])([CH3:12])[CH3:11]. The yield is 0.0580.